This data is from Forward reaction prediction with 1.9M reactions from USPTO patents (1976-2016). The task is: Predict the product of the given reaction. Given the reactants [CH2:1]([N+:11]([CH2:14][CH2:15][CH2:16][CH2:17][CH2:18][CH2:19][CH2:20][CH2:21][CH2:22][CH3:23])([CH3:13])[CH3:12])[CH2:2][CH2:3][CH2:4][CH2:5][CH2:6][CH2:7][CH2:8][CH2:9][CH3:10].[C:24]([O-:33])(=[O:32])[C:25]1[C:26](=[CH:28][CH:29]=[CH:30][CH:31]=1)[OH:27].[Na+], predict the reaction product. The product is: [C:24]([O-:33])(=[O:32])[C:25]1[C:26](=[CH:28][CH:29]=[CH:30][CH:31]=1)[OH:27].[CH2:14]([N+:11]([CH2:1][CH2:2][CH2:3][CH2:4][CH2:5][CH2:6][CH2:7][CH2:8][CH2:9][CH3:10])([CH3:13])[CH3:12])[CH2:15][CH2:16][CH2:17][CH2:18][CH2:19][CH2:20][CH2:21][CH2:22][CH3:23].